From a dataset of Forward reaction prediction with 1.9M reactions from USPTO patents (1976-2016). Predict the product of the given reaction. (1) Given the reactants [Br:1][C:2]1[CH:3]=[N:4][C:5]2[C:10]([CH:11]=1)=[CH:9][C:8]([O:12]C)=[C:7]([F:14])[CH:6]=2.Br, predict the reaction product. The product is: [Br:1][C:2]1[CH:3]=[N:4][C:5]2[C:10]([CH:11]=1)=[CH:9][C:8]([OH:12])=[C:7]([F:14])[CH:6]=2. (2) Given the reactants [Br:1][C:2]1[CH:9]=[CH:8][C:5]([CH:6]=O)=[CH:4][CH:3]=1.N1CCC[C@H]1C(O)=O.[CH3:18][C:19]([CH3:21])=[O:20].BrC1C=CC=CC=1C=O, predict the reaction product. The product is: [Br:1][C:2]1[CH:9]=[CH:8][C:5]([CH:6]=[CH:18][C:19](=[O:20])[CH3:21])=[CH:4][CH:3]=1. (3) The product is: [CH2:1]([NH:3][C:4]1[C:9]([NH2:10])=[CH:8][CH:7]=[CH:6][N:5]=1)[CH3:2]. Given the reactants [CH2:1]([NH:3][C:4]1[C:9]([N+:10]([O-])=O)=[CH:8][CH:7]=[CH:6][N:5]=1)[CH3:2].NN, predict the reaction product. (4) The product is: [Cl:1][C:2]1[C:3]([NH:23][C:24]2[CH:28]=[C:27]([CH3:29])[NH:26][N:25]=2)=[N:4][C:5]([NH:8][C:9]2[CH:14]=[C:13]([CH3:15])[C:12]([CH:16]3[CH2:17][CH2:18][N:19]([CH:35]4[CH2:36][CH2:37][O:32][CH2:33][CH2:34]4)[CH2:20][CH2:21]3)=[CH:11][C:10]=2[F:22])=[N:6][CH:7]=1. Given the reactants [Cl:1][C:2]1[C:3]([NH:23][C:24]2[CH:28]=[C:27]([CH3:29])[NH:26][N:25]=2)=[N:4][C:5]([NH:8][C:9]2[CH:14]=[C:13]([CH3:15])[C:12]([CH:16]3[CH2:21][CH2:20][NH:19][CH2:18][CH2:17]3)=[CH:11][C:10]=2[F:22])=[N:6][CH:7]=1.CO.[O:32]1[CH2:37][CH2:36][C:35](=O)[CH2:34][CH2:33]1.[BH3-]C#N.[Na+], predict the reaction product. (5) Given the reactants C[O-].[Na+].[NH2:4][C@H:5]([C:10]1[CH:15]=[CH:14][CH:13]=[CH:12][CH:11]=1)[CH2:6][C:7]([OH:9])=[O:8].[O:16]1[CH:18]([CH2:19][CH2:20][CH2:21][CH2:22][CH2:23][CH2:24][CH2:25][CH2:26][CH2:27][CH3:28])[CH2:17]1.Cl, predict the reaction product. The product is: [OH:16][CH:18]([CH2:19][CH2:20][CH2:21][CH2:22][CH2:23][CH2:24][CH2:25][CH2:26][CH2:27][CH3:28])[CH2:17][NH:4][C@H:5]([C:10]1[CH:15]=[CH:14][CH:13]=[CH:12][CH:11]=1)[CH2:6][C:7]([OH:9])=[O:8]. (6) Given the reactants [Cl:1][C:2]1[CH:7]=[C:6]([C:8]2[CH:13]=[CH:12][N:11]3[N:14]=[CH:15][C:16](I)=[C:10]3[N:9]=2)[CH:5]=[CH:4][C:3]=1[C:18]([N:20]1[CH2:25][CH2:24][O:23][CH2:22][CH2:21]1)=[O:19].[C:26]([C:28]1[CH:33]=[CH:32][N:31]=[C:30]([NH2:34])[CH:29]=1)#[CH:27].CCN(C(C)C)C(C)C, predict the reaction product. The product is: [NH2:34][C:30]1[CH:29]=[C:28]([C:26]#[C:27][C:16]2[CH:15]=[N:14][N:11]3[CH:12]=[CH:13][C:8]([C:6]4[CH:5]=[CH:4][C:3]([C:18]([N:20]5[CH2:25][CH2:24][O:23][CH2:22][CH2:21]5)=[O:19])=[C:2]([Cl:1])[CH:7]=4)=[N:9][C:10]=23)[CH:33]=[CH:32][N:31]=1. (7) Given the reactants CN(/[CH:4]=[N:5]/[C:6]([C:8]1[CH:9]=[C:10]2[C:19](=[CH:20][CH:21]=1)[C:18]1[N:14]([CH:15]=[C:16]([C:22]3[N:26]([CH:27]([CH3:29])[CH3:28])[N:25]=[C:24]([CH3:30])[N:23]=3)[N:17]=1)[CH2:13][CH2:12][O:11]2)=O)C.Cl.[NH:32]([CH:34]1[CH2:39][CH2:38][N:37]([CH3:40])[CH2:36][CH2:35]1)[NH2:33], predict the reaction product. The product is: [CH:27]([N:26]1[C:22]([C:16]2[N:17]=[C:18]3[C:19]4[CH:20]=[CH:21][C:8]([C:6]5[N:32]([CH:34]6[CH2:39][CH2:38][N:37]([CH3:40])[CH2:36][CH2:35]6)[N:33]=[CH:4][N:5]=5)=[CH:9][C:10]=4[O:11][CH2:12][CH2:13][N:14]3[CH:15]=2)=[N:23][C:24]([CH3:30])=[N:25]1)([CH3:28])[CH3:29].